This data is from Forward reaction prediction with 1.9M reactions from USPTO patents (1976-2016). The task is: Predict the product of the given reaction. (1) Given the reactants [CH:1]1([C:6]([N:8]2[CH2:13][CH:12]([C:14]3[CH:19]=[CH:18][C:17]([CH2:20][CH3:21])=[CH:16][CH:15]=3)[CH2:11][CH:10]([C:22](O)=[O:23])[CH2:9]2)=[O:7])[CH2:5][CH2:4][CH2:3][CH2:2]1.[F:25][C:26]1[CH:31]=[CH:30][C:29]([CH2:32][C:33](=[N:35]O)[NH2:34])=[CH:28][CH:27]=1, predict the reaction product. The product is: [CH:1]1([C:6]([N:8]2[CH2:9][CH:10]([C:22]3[O:23][N:35]=[C:33]([CH2:32][C:29]4[CH:30]=[CH:31][C:26]([F:25])=[CH:27][CH:28]=4)[N:34]=3)[CH2:11][CH:12]([C:14]3[CH:19]=[CH:18][C:17]([CH2:20][CH3:21])=[CH:16][CH:15]=3)[CH2:13]2)=[O:7])[CH2:5][CH2:4][CH2:3][CH2:2]1. (2) Given the reactants [F:1][C:2]([F:32])([F:31])[C@H:3]1[CH2:8][CH2:7][C@H:6]([NH:9][C:10](=[O:30])[C:11]2[CH:16]=[C:15]([NH2:17])[C:14]([NH:18][CH3:19])=[N:13][C:12]=2[N:20]2[CH2:25][CH2:24][CH:23]([C:26]([F:29])([F:28])[F:27])[CH2:22][CH2:21]2)[CH2:5][CH2:4]1.[Cl:33][C:34]1[C:47]([N:48]=[C:49]=S)=[C:46]([Cl:51])[CH:45]=[CH:44][C:35]=1[CH2:36][NH:37][C:38](=[O:43])[C:39]([CH3:42])([CH3:41])[CH3:40].CN(C=O)C.CC(C)N=C=NC(C)C, predict the reaction product. The product is: [F:32][C:2]([F:1])([F:31])[C@H:3]1[CH2:8][CH2:7][C@H:6]([NH:9][C:10]([C:11]2[CH:16]=[C:15]3[N:17]=[C:49]([NH:48][C:47]4[C:46]([Cl:51])=[CH:45][CH:44]=[C:35]([CH2:36][NH:37][C:38](=[O:43])[C:39]([CH3:42])([CH3:41])[CH3:40])[C:34]=4[Cl:33])[N:18]([CH3:19])[C:14]3=[N:13][C:12]=2[N:20]2[CH2:25][CH2:24][CH:23]([C:26]([F:29])([F:28])[F:27])[CH2:22][CH2:21]2)=[O:30])[CH2:5][CH2:4]1. (3) Given the reactants [Cl:1][C:2]1[CH:16]=[CH:15][C:5]([C:6]([C:8]2[CH:13]=[CH:12][CH:11]=[C:10]([F:14])[CH:9]=2)=O)=[CH:4][CH:3]=1.C1(C(C2C=CC(C3C=CC=CC=3)=CC=2)[CH2:24][CH:25]=[O:26])C=CC=CC=1, predict the reaction product. The product is: [Cl:1][C:2]1[CH:16]=[CH:15][C:5]([CH:6]([C:8]2[CH:13]=[CH:12][CH:11]=[C:10]([F:14])[CH:9]=2)[CH2:24][CH:25]=[O:26])=[CH:4][CH:3]=1. (4) Given the reactants [NH:1]1[CH2:6][CH2:5][CH:4]([CH:7]2[C:20]3[CH:19]=[CH:18][C:17]([C:21]4[CH:26]=[CH:25][CH:24]=[CH:23][C:22]=4[NH:27][C:28](=[O:30])[CH3:29])=[CH:16][C:15]=3[O:14][C:13]3[C:8]2=[CH:9][CH:10]=[CH:11][CH:12]=3)[CH2:3][CH2:2]1.C(N(CC)C([C:36]1[CH:37]=[CH:38][C:39]2[CH:40](C3CCNCC3)[C:41]3C(O[C:48]=2[CH:49]=1)=CC=CC=3)=O)C.C1(CC=O)C=CC=CC=1.O1C=CC(C=O)=C1, predict the reaction product. The product is: [CH2:41]([N:1]1[CH2:6][CH2:5][CH:4]([CH:7]2[C:20]3[CH:19]=[CH:18][C:17]([C:21]4[CH:26]=[CH:25][CH:24]=[CH:23][C:22]=4[NH:27][C:28](=[O:30])[CH3:29])=[CH:16][C:15]=3[O:14][C:13]3[C:8]2=[CH:9][CH:10]=[CH:11][CH:12]=3)[CH2:3][CH2:2]1)[CH2:40][C:39]1[CH:48]=[CH:49][CH:36]=[CH:37][CH:38]=1.